Regression. Given two drug SMILES strings and cell line genomic features, predict the synergy score measuring deviation from expected non-interaction effect. From a dataset of NCI-60 drug combinations with 297,098 pairs across 59 cell lines. (1) Drug 1: CCCS(=O)(=O)NC1=C(C(=C(C=C1)F)C(=O)C2=CNC3=C2C=C(C=N3)C4=CC=C(C=C4)Cl)F. Drug 2: C#CCC(CC1=CN=C2C(=N1)C(=NC(=N2)N)N)C3=CC=C(C=C3)C(=O)NC(CCC(=O)O)C(=O)O. Cell line: MDA-MB-435. Synergy scores: CSS=33.8, Synergy_ZIP=0.607, Synergy_Bliss=1.33, Synergy_Loewe=0.624, Synergy_HSA=1.40. (2) Drug 1: C1CCC(C1)C(CC#N)N2C=C(C=N2)C3=C4C=CNC4=NC=N3. Drug 2: C1=NC2=C(N=C(N=C2N1C3C(C(C(O3)CO)O)O)F)N. Cell line: NCI-H460. Synergy scores: CSS=0.186, Synergy_ZIP=0.201, Synergy_Bliss=0.122, Synergy_Loewe=0.0864, Synergy_HSA=-0.656. (3) Drug 1: CS(=O)(=O)CCNCC1=CC=C(O1)C2=CC3=C(C=C2)N=CN=C3NC4=CC(=C(C=C4)OCC5=CC(=CC=C5)F)Cl. Drug 2: CN1C2=C(C=C(C=C2)N(CCCl)CCCl)N=C1CCCC(=O)O.Cl. Cell line: SK-OV-3. Synergy scores: CSS=6.57, Synergy_ZIP=-1.91, Synergy_Bliss=0.976, Synergy_Loewe=-5.54, Synergy_HSA=-0.740.